From a dataset of Reaction yield outcomes from USPTO patents with 853,638 reactions. Predict the reaction yield, written as a fraction of the theoretical maximum amount of product (1.0 means a 100% yield; for example, 0.34 means a 34% yield). The reactants are [Cl:1][C:2]1[CH:8]=[CH:7][C:5]([NH2:6])=[C:4]([F:9])[CH:3]=1.[F:10][C:11]([F:17])([F:16])[CH2:12][C:13](O)=[O:14].CCN(CC)CC.CN(C(ON1N=NC2C=CC=NC1=2)=[N+](C)C)C.F[P-](F)(F)(F)(F)F. The catalyst is C(Cl)Cl. The product is [Cl:1][C:2]1[CH:8]=[CH:7][C:5]([NH:6][C:13](=[O:14])[CH2:12][C:11]([F:17])([F:16])[F:10])=[C:4]([F:9])[CH:3]=1. The yield is 0.900.